This data is from Reaction yield outcomes from USPTO patents with 853,638 reactions. The task is: Predict the reaction yield, written as a fraction of the theoretical maximum amount of product (1.0 means a 100% yield; for example, 0.34 means a 34% yield). The yield is 0.990. The reactants are Cl.Cl.[C:3]([C:7]1[CH:12]=[CH:11][CH:10]=[CH:9][C:8]=1[N:13]1[CH2:18][CH2:17][N:16]([C:19](=[O:29])[C:20]([NH:22][CH:23]2[CH2:28][CH2:27][NH:26][CH2:25][CH2:24]2)=[O:21])[CH2:15][CH2:14]1)([CH3:6])([CH3:5])[CH3:4].[N:30]([CH2:33][CH3:34])=[C:31]=[O:32].C(N(CC)CC)C.C([O-])(O)=O.[Na+]. The catalyst is O1CCCC1. The product is [C:3]([C:7]1[CH:12]=[CH:11][CH:10]=[CH:9][C:8]=1[N:13]1[CH2:14][CH2:15][N:16]([C:19](=[O:29])[C:20]([NH:22][CH:23]2[CH2:24][CH2:25][N:26]([C:31]([NH:30][CH2:33][CH3:34])=[O:32])[CH2:27][CH2:28]2)=[O:21])[CH2:17][CH2:18]1)([CH3:6])([CH3:4])[CH3:5].